From a dataset of Reaction yield outcomes from USPTO patents with 853,638 reactions. Predict the reaction yield, written as a fraction of the theoretical maximum amount of product (1.0 means a 100% yield; for example, 0.34 means a 34% yield). (1) The reactants are [CH3:1][O:2][C:3]([C:5]1([CH:13]=O)[CH2:10][C@H:9]([CH3:11])[CH2:8][C@H:7]([CH3:12])[CH2:6]1)=[O:4].C([O-])(=O)C.[Na+].Cl.[CH2:21]([O:28][NH2:29])[C:22]1[CH:27]=[CH:26][CH:25]=[CH:24][CH:23]=1. The catalyst is CO. The product is [CH3:1][O:2][C:3]([C:5]1([CH:13]=[N:29][O:28][CH2:21][C:22]2[CH:27]=[CH:26][CH:25]=[CH:24][CH:23]=2)[CH2:6][C@H:7]([CH3:12])[CH2:8][C@H:9]([CH3:11])[CH2:10]1)=[O:4]. The yield is 0.570. (2) The reactants are [C:1]([O:5][C:6](=[O:27])[NH:7][C:8]1[C:20](=[O:21])[N:19]([CH:22]2[CH2:26][CH2:25][CH2:24][CH2:23]2)[C:11]2[N:12]=[C:13](S(C)=O)[N:14]=[CH:15][C:10]=2[CH:9]=1)([CH3:4])([CH3:3])[CH3:2].[C:28]([O:32][C:33]([N:35]1[CH2:40][CH2:39][N:38]([C:41]2[CH:42]=[N:43][C:44]([NH2:47])=[CH:45][CH:46]=2)[CH2:37][CH2:36]1)=[O:34])([CH3:31])([CH3:30])[CH3:29]. The catalyst is C1(C)C=CC=CC=1. The product is [C:28]([O:32][C:33]([N:35]1[CH2:40][CH2:39][N:38]([C:41]2[CH:42]=[N:43][C:44]([NH:47][C:13]3[N:14]=[CH:15][C:10]4[CH:9]=[C:8]([NH:7][C:6]([O:5][C:1]([CH3:4])([CH3:3])[CH3:2])=[O:27])[C:20](=[O:21])[N:19]([CH:22]5[CH2:26][CH2:25][CH2:24][CH2:23]5)[C:11]=4[N:12]=3)=[CH:45][CH:46]=2)[CH2:37][CH2:36]1)=[O:34])([CH3:31])([CH3:29])[CH3:30]. The yield is 0.170. (3) The reactants are [Li+].CCC[CH2-].C(NC(C)C)(C)C.[C:13]([O:18][CH3:19])(=[O:17])[CH:14]([CH3:16])[CH3:15].I[CH2:21][CH2:22][CH2:23][C:24]1([C:29]2[CH:34]=[CH:33][CH:32]=[CH:31][CH:30]=2)[O:28]CCO1.Cl. The catalyst is O1CCCC1.C(OCC)(=O)C.CCCCCC.CN(C)P(N(C)C)(N(C)C)=O. The product is [CH3:15][C:14]([CH3:16])([CH2:21][CH2:22][CH2:23][C:24](=[O:28])[C:29]1[CH:30]=[CH:31][CH:32]=[CH:33][CH:34]=1)[C:13]([O:18][CH3:19])=[O:17]. The yield is 0.450. (4) The reactants are CCN(C(C)C)C(C)C.CN(C(ON1N=NC2C=CC=NC1=2)=[N+](C)C)C.F[P-](F)(F)(F)(F)F.Cl.[CH2:35]([O:42][NH2:43])[C:36]1[CH:41]=[CH:40][CH:39]=[CH:38][CH:37]=1.[C:44]([C:47]([N:53]([CH3:68])[C:54]([C:56]1[CH:61]=[CH:60][C:59]([C:62]2[CH:67]=[CH:66][CH:65]=[CH:64][CH:63]=2)=[CH:58][CH:57]=1)=[O:55])([CH3:52])[C:48]([NH:50][CH3:51])=[O:49])(O)=[O:45].C(=O)([O-])O.[Na+]. The catalyst is CN(C=O)C. The product is [CH2:35]([O:42][NH:43][C:44](=[O:45])[C:47]([N:53]([C:54]([C:56]1[CH:57]=[CH:58][C:59]([C:62]2[CH:67]=[CH:66][CH:65]=[CH:64][CH:63]=2)=[CH:60][CH:61]=1)=[O:55])[CH3:68])([CH3:52])[C:48]([NH:50][CH3:51])=[O:49])[C:36]1[CH:41]=[CH:40][CH:39]=[CH:38][CH:37]=1. The yield is 0.750.